Predict the product of the given reaction. From a dataset of Forward reaction prediction with 1.9M reactions from USPTO patents (1976-2016). Given the reactants [C:1]([C:5]1[S:9][C:8]([C:10]2[CH:15]=[CH:14][CH:13]=[CH:12][C:11]=2[N+:16]([O-])=O)=[N:7][CH:6]=1)([CH3:4])([CH3:3])[CH3:2].[NH4+].[Cl-], predict the reaction product. The product is: [C:1]([C:5]1[S:9][C:8]([C:10]2[CH:15]=[CH:14][CH:13]=[CH:12][C:11]=2[NH2:16])=[N:7][CH:6]=1)([CH3:4])([CH3:2])[CH3:3].